From a dataset of Full USPTO retrosynthesis dataset with 1.9M reactions from patents (1976-2016). Predict the reactants needed to synthesize the given product. (1) Given the product [CH2:10]([N:14]([CH2:40][CH:41]([CH3:43])[CH3:42])[C:15]1[CH:20]=[CH:19][C:18]([C:2]2[C:3]([C:7]([OH:9])=[O:8])=[CH:4][S:5][CH:6]=2)=[CH:17][C:16]=1[NH:29][C:30]([NH:32][C:33]1[CH:38]=[CH:37][C:36]([CH3:39])=[CH:35][CH:34]=1)=[O:31])[CH:11]([CH3:13])[CH3:12], predict the reactants needed to synthesize it. The reactants are: Br[C:2]1[C:3]([C:7]([OH:9])=[O:8])=[CH:4][S:5][CH:6]=1.[CH2:10]([N:14]([CH2:40][CH:41]([CH3:43])[CH3:42])[C:15]1[CH:20]=[CH:19][C:18](B2OCC(C)(C)CO2)=[CH:17][C:16]=1[NH:29][C:30]([NH:32][C:33]1[CH:38]=[CH:37][C:36]([CH3:39])=[CH:35][CH:34]=1)=[O:31])[CH:11]([CH3:13])[CH3:12].C(=O)([O-])[O-].[K+].[K+].CC(O)=O. (2) Given the product [F:19][C:20]1[CH:21]=[CH:22][C:23]([C:26]2[C:27]([C:35]3[CH:42]=[CH:41][C:38]([CH2:39][N:16]4[CH2:17][CH2:18][CH:13]([C:11]5[N:12]=[C:8]([C:4]6[CH:5]=[CH:6][CH:7]=[C:2]([CH3:1])[N:3]=6)[NH:9][N:10]=5)[CH2:14][CH2:15]4)=[CH:37][CH:36]=3)=[N:28][C:29]3[N:30]([CH:32]=[CH:33][N:34]=3)[CH:31]=2)=[CH:24][CH:25]=1, predict the reactants needed to synthesize it. The reactants are: [CH3:1][C:2]1[CH:7]=[CH:6][CH:5]=[C:4]([C:8]2[NH:9][N:10]=[C:11]([CH:13]3[CH2:18][CH2:17][NH:16][CH2:15][CH2:14]3)[N:12]=2)[N:3]=1.[F:19][C:20]1[CH:25]=[CH:24][C:23]([C:26]2[C:27]([C:35]3[CH:42]=[CH:41][C:38]([CH:39]=O)=[CH:37][CH:36]=3)=[N:28][C:29]3[N:30]([CH:32]=[CH:33][N:34]=3)[CH:31]=2)=[CH:22][CH:21]=1.[BH-](OC(C)=O)(OC(C)=O)OC(C)=O.[Na+].C([O-])(O)=O.[Na+]. (3) Given the product [F:17][C:18]([F:29])([F:30])[O:19][C:20]1[CH:25]=[CH:24][C:23]([C:2]2[CH:3]=[C:4]([NH:8][C:9]([C:10]3[CH:15]=[CH:14][CH:13]=[CH:12][CH:11]=3)=[O:16])[CH:5]=[N:6][CH:7]=2)=[CH:22][CH:21]=1, predict the reactants needed to synthesize it. The reactants are: Br[C:2]1[CH:3]=[C:4]([NH:8][C:9](=[O:16])[C:10]2[CH:15]=[CH:14][CH:13]=[CH:12][CH:11]=2)[CH:5]=[N:6][CH:7]=1.[F:17][C:18]([F:30])([F:29])[O:19][C:20]1[CH:25]=[CH:24][C:23](B(O)O)=[CH:22][CH:21]=1.C(=O)([O-])[O-].[K+].[K+].O. (4) Given the product [C:1]([C:3]1[CH:8]=[CH:7][CH:6]=[CH:5][C:4]=1[C:9]1[C:10](=[O:29])[N:11]([C:21]2[CH:26]=[CH:25][CH:24]=[C:23]([CH2:27][O:28][C:30](=[O:32])[CH3:31])[CH:22]=2)[CH:12]=[C:13]([C:15]2[CH:20]=[CH:19][CH:18]=[CH:17][N:16]=2)[CH:14]=1)#[N:2], predict the reactants needed to synthesize it. The reactants are: [C:1]([C:3]1[CH:8]=[CH:7][CH:6]=[CH:5][C:4]=1[C:9]1[C:10](=[O:29])[N:11]([C:21]2[CH:26]=[CH:25][CH:24]=[C:23]([CH2:27][OH:28])[CH:22]=2)[CH:12]=[C:13]([C:15]2[CH:20]=[CH:19][CH:18]=[CH:17][N:16]=2)[CH:14]=1)#[N:2].[C:30](OC(=O)C)(=[O:32])[CH3:31]. (5) Given the product [Cl:1][C:2]1[CH:3]=[C:4]([N:10]2[C:14]([CH3:15])=[C:13]([CH2:16][C:17]3[CH:22]=[CH:21][C:20]([C:23]4[O:27][C:26]([C:28]([NH:34][CH3:33])=[O:30])=[N:25][N:24]=4)=[CH:19][CH:18]=3)[C:12]([CH3:32])=[N:11]2)[CH:5]=[CH:6][C:7]=1[C:8]#[N:9], predict the reactants needed to synthesize it. The reactants are: [Cl:1][C:2]1[CH:3]=[C:4]([N:10]2[C:14]([CH3:15])=[C:13]([CH2:16][C:17]3[CH:22]=[CH:21][C:20]([C:23]4[O:27][C:26]([C:28]([O:30]C)=O)=[N:25][N:24]=4)=[CH:19][CH:18]=3)[C:12]([CH3:32])=[N:11]2)[CH:5]=[CH:6][C:7]=1[C:8]#[N:9].[CH3:33][NH2:34].C1COCC1.C1(C)C=CC=CC=1.CC(C)=O. (6) The reactants are: [Cl:1][C:2]1[CH:8]=[C:7]([O:9][C:10]2[C:11]3[N:18]([CH3:19])[CH:17]=[CH:16][C:12]=3[N:13]=[CH:14][N:15]=2)[CH:6]=[CH:5][C:3]=1[NH2:4].N1C=CC=CC=1.Cl[C:27](OC1C=CC=CC=1)=[O:28].[CH3:36][N:37]1[CH2:42][CH2:41][N:40]([CH2:43][C:44]2[CH:50]=[CH:49][C:47]([NH2:48])=[CH:46][C:45]=2[C:51]([F:54])([F:53])[F:52])[CH2:39][CH2:38]1. Given the product [Cl:1][C:2]1[CH:8]=[C:7]([O:9][C:10]2[C:11]3[N:18]([CH3:19])[CH:17]=[CH:16][C:12]=3[N:13]=[CH:14][N:15]=2)[CH:6]=[CH:5][C:3]=1[NH:4][C:27]([NH:48][C:47]1[CH:49]=[CH:50][C:44]([CH2:43][N:40]2[CH2:41][CH2:42][N:37]([CH3:36])[CH2:38][CH2:39]2)=[C:45]([C:51]([F:54])([F:52])[F:53])[CH:46]=1)=[O:28], predict the reactants needed to synthesize it. (7) Given the product [NH2:1][C:4]1[CH:5]=[N:6][CH:7]=[CH:8][C:9]=1[N:10]1[CH2:15][CH2:14][N:13]([C:16]([O:18][C:19]([CH3:22])([CH3:21])[CH3:20])=[O:17])[CH2:12][CH2:11]1, predict the reactants needed to synthesize it. The reactants are: [N+:1]([C:4]1[CH:5]=[N:6][CH:7]=[CH:8][C:9]=1[N:10]1[CH2:15][CH2:14][N:13]([C:16]([O:18][C:19]([CH3:22])([CH3:21])[CH3:20])=[O:17])[CH2:12][CH2:11]1)([O-])=O.